This data is from Forward reaction prediction with 1.9M reactions from USPTO patents (1976-2016). The task is: Predict the product of the given reaction. (1) Given the reactants [C:1]([C:3]1[CH:4]=[C:5]([CH:26]=[CH:27][CH:28]=1)[CH2:6][O:7][C:8]1[CH:9]=[C:10]([CH:14]=[C:15]([O:17][C:18]2[CH:23]=[CH:22][C:21]([C:24]#[N:25])=[CH:20][CH:19]=2)[CH:16]=1)[C:11](O)=[O:12])#[N:2].[C:29]([O:33][C:34](=[O:44])[NH:35][CH2:36][CH2:37][CH:38]1[CH2:43][CH2:42][NH:41][CH2:40][CH2:39]1)([CH3:32])([CH3:31])[CH3:30], predict the reaction product. The product is: [C:29]([O:33][C:34](=[O:44])[NH:35][CH2:36][CH2:37][CH:38]1[CH2:39][CH2:40][N:41]([C:11](=[O:12])[C:10]2[CH:14]=[C:15]([O:17][C:18]3[CH:19]=[CH:20][C:21]([C:24]#[N:25])=[CH:22][CH:23]=3)[CH:16]=[C:8]([O:7][CH2:6][C:5]3[CH:26]=[CH:27][CH:28]=[C:3]([C:1]#[N:2])[CH:4]=3)[CH:9]=2)[CH2:42][CH2:43]1)([CH3:32])([CH3:30])[CH3:31]. (2) Given the reactants Cl.[C:2]1([CH:8]2[CH2:13][CH2:12][CH2:11][NH:10][CH2:9]2)[CH:7]=[CH:6][CH:5]=[CH:4][CH:3]=1.[CH:14]([C:16]1[CH:30]=[CH:29][C:19]([O:20][C:21]2[CH:28]=[CH:27][C:24]([C:25]#[N:26])=[CH:23][N:22]=2)=[C:18]([CH3:31])[CH:17]=1)=O.C(O[BH-](OC(=O)C)OC(=O)C)(=O)C.[Na+].C(O)(=O)C, predict the reaction product. The product is: [CH3:31][C:18]1[CH:17]=[C:16]([CH2:14][N:10]2[CH2:11][CH2:12][CH2:13][CH:8]([C:2]3[CH:7]=[CH:6][CH:5]=[CH:4][CH:3]=3)[CH2:9]2)[CH:30]=[CH:29][C:19]=1[O:20][C:21]1[CH:28]=[CH:27][C:24]([C:25]#[N:26])=[CH:23][N:22]=1. (3) Given the reactants FC(F)(F)C(O)=O.[NH2:8][C:9]1[C:14]([C:15]([C:17]2[CH:22]=[C:21]([F:23])[CH:20]=[CH:19][C:18]=2[O:24][CH3:25])=[O:16])=[CH:13][N:12]=[C:11]([NH:26][CH:27]2[CH2:32][CH2:31][NH:30][CH2:29][CH2:28]2)[N:10]=1.[C:33](Cl)(=[O:37])[CH2:34][CH2:35][CH3:36], predict the reaction product. The product is: [NH2:8][C:9]1[C:14]([C:15](=[O:16])[C:17]2[CH:22]=[C:21]([F:23])[CH:20]=[CH:19][C:18]=2[O:24][CH3:25])=[CH:13][N:12]=[C:11]([NH:26][CH:27]2[CH2:28][CH2:29][N:30]([C:33](=[O:37])[CH2:34][CH2:35][CH3:36])[CH2:31][CH2:32]2)[N:10]=1.